From a dataset of Forward reaction prediction with 1.9M reactions from USPTO patents (1976-2016). Predict the product of the given reaction. (1) The product is: [CH3:1][N:2]1[C:6]2[CH:7]=[CH:8][C:9]([N:11]3[CH:16]=[C:15]([C:17]([OH:19])=[O:18])[C:14](=[O:22])[N:13]([CH:23]4[C:32]5[C:27](=[C:28]([C:33]([F:36])([F:35])[F:34])[CH:29]=[CH:30][CH:31]=5)[CH2:26][CH2:25][CH2:24]4)[C:12]3=[O:37])=[CH:10][C:5]=2[S:4][C:3]1=[O:38]. Given the reactants [CH3:1][N:2]1[C:6]2[CH:7]=[CH:8][C:9]([N:11]3[CH:16]=[C:15]([C:17]([O:19]CC)=[O:18])[C:14](=[O:22])[N:13]([CH:23]4[C:32]5[C:27](=[C:28]([C:33]([F:36])([F:35])[F:34])[CH:29]=[CH:30][CH:31]=5)[CH2:26][CH2:25][CH2:24]4)[C:12]3=[O:37])=[CH:10][C:5]=2[S:4][C:3]1=[O:38], predict the reaction product. (2) Given the reactants [C:1]([C:3]1[CH:4]=[N:5][N:6]2[C:11](=[O:12])[C:10]([CH2:13][CH3:14])=[C:9]([C:15]([NH:17][CH2:18][C:19]([C:21]3[CH:26]=[CH:25][CH:24]=[CH:23][CH:22]=3)=O)=[O:16])[NH:8][C:7]=12)#[N:2].CC[N+](S(N=C(OC)[O-])(=O)=O)(CC)CC, predict the reaction product. The product is: [CH2:13]([C:10]1[C:11](=[O:12])[N:6]2[N:5]=[CH:4][C:3]([C:1]#[N:2])=[C:7]2[NH:8][C:9]=1[C:15]1[O:16][C:19]([C:21]2[CH:22]=[CH:23][CH:24]=[CH:25][CH:26]=2)=[CH:18][N:17]=1)[CH3:14].